Dataset: Catalyst prediction with 721,799 reactions and 888 catalyst types from USPTO. Task: Predict which catalyst facilitates the given reaction. (1) Reactant: [F:1][C:2]([F:11])([F:10])[C:3]1[CH:9]=[CH:8][C:6]([NH2:7])=[CH:5][CH:4]=1.[C:12]([N:18]1[CH2:22][CH2:21][O:20][C:19]1=[O:23])(=[O:17])[CH:13]=[CH:14][CH2:15][CH3:16].[Cl-].[NH4+]. Product: [F:1][C:2]([F:10])([F:11])[C:3]1[CH:9]=[CH:8][C:6]([NH:7][CH:14]([CH2:15][CH3:16])[CH2:13][C:12]([N:18]2[CH2:22][CH2:21][O:20][C:19]2=[O:23])=[O:17])=[CH:5][CH:4]=1. The catalyst class is: 11. (2) Reactant: C([N:8](CC1C=CC=CC=1)[C:9]1[CH:10]=[C:11]([C:16]([OH:19])([CH3:18])[CH3:17])[CH:12]=[C:13]([F:15])[CH:14]=1)C1C=CC=CC=1. Product: [NH2:8][C:9]1[CH:10]=[C:11]([C:16]([OH:19])([CH3:17])[CH3:18])[CH:12]=[C:13]([F:15])[CH:14]=1. The catalyst class is: 29. (3) Reactant: [C:1]([Si:5]([CH3:21])([CH3:20])[O:6][CH2:7][C:8]1[CH:13]=[CH:12][C:11]([C:14]#[C:15][Si](C)(C)C)=[CH:10][CH:9]=1)([CH3:4])([CH3:3])[CH3:2].C(=O)([O-])[O-].[K+].[K+].S([O-])([O-])(=O)=O.[Mg+2]. Product: [C:1]([Si:5]([O:6][CH2:7][C:8]1[CH:13]=[CH:12][C:11]([C:14]#[CH:15])=[CH:10][CH:9]=1)([CH3:21])[CH3:20])([CH3:4])([CH3:3])[CH3:2]. The catalyst class is: 5. (4) Reactant: Cl[C:2]1[C:7]([C:8]#[N:9])=[CH:6][N:5]=[C:4]2[CH:10]=[CH:11][S:12][C:3]=12.C(=O)([O-])[O-].[K+].[K+].[Cl:19][C:20]1[CH:25]=[C:24]([Cl:26])[CH:23]=[CH:22][C:21]=1[OH:27].O. Product: [Cl:19][C:20]1[CH:25]=[C:24]([Cl:26])[CH:23]=[CH:22][C:21]=1[O:27][C:2]1[C:7]([C:8]#[N:9])=[CH:6][N:5]=[C:4]2[CH:10]=[CH:11][S:12][C:3]=12. The catalyst class is: 9.